This data is from Forward reaction prediction with 1.9M reactions from USPTO patents (1976-2016). The task is: Predict the product of the given reaction. Given the reactants F[C:2](F)(F)C([O-])=O.[Cl:8][C:9]1[CH:10]=[CH:11][C:12]([S:15][C:16]2[N:20]([CH3:21])[CH:19]=[NH+:18][C:17]=2[C:22]2[CH:27]=[CH:26][C:25]([C@H:28]3[CH2:30][C@@H:29]3[C:31]3[N:32]=[N:33][NH:34][N:35]=3)=[CH:24][CH:23]=2)=[N:13][CH:14]=1.C(=O)([O-])[O-].[K+].[K+], predict the reaction product. The product is: [Cl:8][C:9]1[CH:10]=[CH:11][C:12]([S:15][C:16]2[N:20]([CH3:21])[CH:19]=[N:18][C:17]=2[C:22]2[CH:23]=[CH:24][C:25]([C@H:28]3[CH2:30][C@@H:29]3[C:31]3[N:32]=[N:33][N:34]([CH3:2])[N:35]=3)=[CH:26][CH:27]=2)=[N:13][CH:14]=1.